Dataset: Full USPTO retrosynthesis dataset with 1.9M reactions from patents (1976-2016). Task: Predict the reactants needed to synthesize the given product. (1) The reactants are: [CH2:1]([N:3]1[C:12]2[CH:11]=[CH:10][C:9](/[CH:13]=[CH:14]/[C:15](OC)=[O:16])=[CH:8][C:7]=2[C:6]2=[N:19][N:20]([CH:23]3[CH2:28][CH2:27][CH2:26][CH2:25][O:24]3)[C:21]([CH3:22])=[C:5]2[C:4]1=[O:29])[CH3:2].[H-].[Al+3].[Li+].[H-].[H-].[H-].O.[OH-].[Na+].[O-]S([O-])(=O)=O.[Mg+2]. Given the product [CH2:1]([N:3]1[C:12]2[CH:11]=[CH:10][C:9](/[CH:13]=[CH:14]/[CH2:15][OH:16])=[CH:8][C:7]=2[C:6]2=[N:19][N:20]([CH:23]3[CH2:28][CH2:27][CH2:26][CH2:25][O:24]3)[C:21]([CH3:22])=[C:5]2[C:4]1=[O:29])[CH3:2], predict the reactants needed to synthesize it. (2) Given the product [CH2:21]([CH:28]1[CH2:33][CH2:32][N:31]([C:10]([C:8]2[NH:7][C:6]3[CH:13]=[C:2]([OH:1])[CH:3]=[CH:4][C:5]=3[N:9]=2)=[O:12])[CH2:30][CH2:29]1)[C:22]1[CH:27]=[CH:26][CH:25]=[CH:24][CH:23]=1, predict the reactants needed to synthesize it. The reactants are: [OH:1][C:2]1[CH:3]=[CH:4][C:5]2[N:9]=[C:8]([C:10]([OH:12])=O)[NH:7][C:6]=2[CH:13]=1.C(N(CC)CC)C.[CH2:21]([CH:28]1[CH2:33][CH2:32][NH:31][CH2:30][CH2:29]1)[C:22]1[CH:27]=[CH:26][CH:25]=[CH:24][CH:23]=1.CN(C(ON1N=NC2C=CC=CC1=2)=[N+](C)C)C.F[P-](F)(F)(F)(F)F. (3) Given the product [N+:8]([C:5]1[CH:6]=[CH:7][C:2]([O:22][C:19]2[CH:20]=[CH:21][C:16]([C:11]([CH2:14][CH3:15])([CH3:12])[CH3:13])=[CH:17][CH:18]=2)=[CH:3][CH:4]=1)([O-:10])=[O:9], predict the reactants needed to synthesize it. The reactants are: F[C:2]1[CH:7]=[CH:6][C:5]([N+:8]([O-:10])=[O:9])=[CH:4][CH:3]=1.[C:11]([C:16]1[CH:21]=[CH:20][C:19]([OH:22])=[CH:18][CH:17]=1)([CH2:14][CH3:15])([CH3:13])[CH3:12].CS(C)=O. (4) Given the product [F:24][C:2]([F:1])([F:23])[C:3]([N:5]1[CH2:14][CH2:13][C:12]2[C:7](=[CH:8][CH:9]=[C:10]([CH2:15][CH2:16][CH2:17][CH2:18][CH2:19][CH2:20][CH2:21][CH3:22])[CH:11]=2)[CH2:6]1)=[O:4], predict the reactants needed to synthesize it. The reactants are: [F:1][C:2]([F:24])([F:23])[C:3]([N:5]1[CH2:14][CH2:13][C:12]2[C:7](=[CH:8][CH:9]=[C:10]([C:15]#[C:16][CH2:17][CH2:18][CH2:19][CH2:20][CH2:21][CH3:22])[CH:11]=2)[CH2:6]1)=[O:4].C(C1C=C2C(=CC=1)CN(C(C1C=CC=CC=1)(C1C=CC=CC=1)C1C=CC=CC=1)C2)#CCCCCCC. (5) Given the product [C:1]([O:5][C:6]([NH:8][CH:9]([C:11]1[S:12][C:13]([C:16]([O:18][CH2:21][C:22]2[CH:27]=[CH:26][CH:25]=[CH:24][CH:23]=2)=[O:17])=[CH:14][N:15]=1)[CH3:10])=[O:7])([CH3:2])([CH3:3])[CH3:4], predict the reactants needed to synthesize it. The reactants are: [C:1]([O:5][C:6]([NH:8][CH:9]([C:11]1[S:12][C:13]([C:16]([OH:18])=[O:17])=[CH:14][N:15]=1)[CH3:10])=[O:7])([CH3:4])([CH3:3])[CH3:2].[OH-].[K+].[CH2:21](Br)[C:22]1[CH:27]=[CH:26][CH:25]=[CH:24][CH:23]=1. (6) The reactants are: Cl.[NH2:2][C:3]1[C:4]([C:13]([NH:15][C@@H:16]([CH:21]2[CH2:26][CH2:25][CH2:24][CH2:23][CH2:22]2)[C:17]([O:19][CH3:20])=[O:18])=[O:14])=[CH:5][C:6]2[C:11]([CH:12]=1)=[CH:10][CH:9]=[CH:8][CH:7]=2.[Cl:27][C:28]1[CH:33]=[C:32]([Cl:34])[CH:31]=[C:30]([Cl:35])[C:29]=1[N:36]=[C:37]=[O:38]. Given the product [CH:21]1([C@H:16]([NH:15][C:13]([C:4]2[C:3]([NH:2][C:37]([NH:36][C:29]3[C:30]([Cl:35])=[CH:31][C:32]([Cl:34])=[CH:33][C:28]=3[Cl:27])=[O:38])=[CH:12][C:11]3[C:6](=[CH:7][CH:8]=[CH:9][CH:10]=3)[CH:5]=2)=[O:14])[C:17]([O:19][CH3:20])=[O:18])[CH2:26][CH2:25][CH2:24][CH2:23][CH2:22]1, predict the reactants needed to synthesize it.